Dataset: Full USPTO retrosynthesis dataset with 1.9M reactions from patents (1976-2016). Task: Predict the reactants needed to synthesize the given product. Given the product [F:21][C:22]1[C:27]([F:28])=[CH:26][CH:25]=[CH:24][C:23]=1[C:2]1[CH:7]=[CH:6][CH:5]=[C:4]([N:8]2[CH2:13][CH2:12][N:11]([C:14]([O:16][C:17]([CH3:20])([CH3:19])[CH3:18])=[O:15])[CH2:10][CH2:9]2)[CH:3]=1, predict the reactants needed to synthesize it. The reactants are: Br[C:2]1[CH:3]=[C:4]([N:8]2[CH2:13][CH2:12][N:11]([C:14]([O:16][C:17]([CH3:20])([CH3:19])[CH3:18])=[O:15])[CH2:10][CH2:9]2)[CH:5]=[CH:6][CH:7]=1.[F:21][C:22]1[C:27]([F:28])=[CH:26][CH:25]=[CH:24][C:23]=1OB(O)O.C(=O)([O-])[O-].[Na+].[Na+].O.